This data is from Full USPTO retrosynthesis dataset with 1.9M reactions from patents (1976-2016). The task is: Predict the reactants needed to synthesize the given product. (1) Given the product [Cl:17][C:18]1[N:23]=[C:22]([CH:14]([CH:4]2[N:3]([CH2:1][CH3:2])[C:7]3[CH:8]=[CH:9][CH:10]=[CH:11][C:6]=3[N:5]2[CH2:12][CH3:13])[C:15]#[N:16])[C:21]([CH3:25])=[CH:20][N:19]=1, predict the reactants needed to synthesize it. The reactants are: [CH2:1]([N:3]1[C:7]2[CH:8]=[CH:9][CH:10]=[CH:11][C:6]=2[N:5]([CH2:12][CH3:13])[CH:4]1[CH2:14][C:15]#[N:16])[CH3:2].[Cl:17][C:18]1[N:23]=[C:22](Cl)[C:21]([CH3:25])=[CH:20][N:19]=1. (2) Given the product [CH3:22][S:23]([C:26]1[CH:33]=[CH:32][C:29]([CH2:30][NH:1][C:2]2[CH:7]=[CH:6][C:5]([C:8]3[C:9]([NH2:21])=[N:10][C:11]([NH2:20])=[N:12][C:13]=3[CH:14]3[CH2:15][CH2:16][O:17][CH2:18][CH2:19]3)=[CH:4][CH:3]=2)=[CH:28][CH:27]=1)(=[O:24])=[O:25], predict the reactants needed to synthesize it. The reactants are: [NH2:1][C:2]1[CH:7]=[CH:6][C:5]([C:8]2[C:9]([NH2:21])=[N:10][C:11]([NH2:20])=[N:12][C:13]=2[CH:14]2[CH2:19][CH2:18][O:17][CH2:16][CH2:15]2)=[CH:4][CH:3]=1.[CH3:22][S:23]([C:26]1[CH:33]=[CH:32][C:29]([CH:30]=O)=[CH:28][CH:27]=1)(=[O:25])=[O:24].[BH3-]C#N.[Na+].C(O)(=O)C. (3) The reactants are: [CH2:1]([N:8]1[CH:16]=[C:15]2[C:10]([CH:11]=[C:12]([C:17]3[CH:18]=[C:19]([CH:27]4[CH2:32][CH2:31][NH:30][CH2:29][CH2:28]4)[N:20]4[C:25]=3[C:24]([NH2:26])=[N:23][CH:22]=[N:21]4)[CH:13]=[CH:14]2)=[N:9]1)[C:2]1[CH:7]=[CH:6][CH:5]=[CH:4][CH:3]=1.[CH3:33][N:34]([CH3:39])[CH2:35][C:36](O)=[O:37].CCN=C=NCCCN(C)C.Cl.C1C=CC2N(O)N=NC=2C=1.C(N(CC)C(C)C)(C)C. Given the product [CH2:1]([N:8]1[CH:16]=[C:15]2[C:10]([CH:11]=[C:12]([C:17]3[CH:18]=[C:19]([CH:27]4[CH2:32][CH2:31][N:30]([C:36](=[O:37])[CH2:35][N:34]([CH3:39])[CH3:33])[CH2:29][CH2:28]4)[N:20]4[C:25]=3[C:24]([NH2:26])=[N:23][CH:22]=[N:21]4)[CH:13]=[CH:14]2)=[N:9]1)[C:2]1[CH:3]=[CH:4][CH:5]=[CH:6][CH:7]=1, predict the reactants needed to synthesize it. (4) The reactants are: [C:1]([O:5][C:6](=[O:22])[C:7]([O:10][C:11]1[CH:16]=[CH:15][C:14]([CH2:17][C:18]([O:20]C)=[O:19])=[CH:13][CH:12]=1)([CH3:9])[CH3:8])([CH3:4])([CH3:3])[CH3:2].OC1C=CC(CC(OC)=O)=CC=1.BrC(C)(C)C(OC(C)(C)C)=O.[Li+].[OH-].Cl.O. Given the product [C:1]([O:5][C:6](=[O:22])[C:7]([O:10][C:11]1[CH:12]=[CH:13][C:14]([CH2:17][C:18]([OH:20])=[O:19])=[CH:15][CH:16]=1)([CH3:9])[CH3:8])([CH3:2])([CH3:3])[CH3:4], predict the reactants needed to synthesize it. (5) Given the product [CH:1](=[C:10]([C:9]#[N:13])[C:11]#[N:12])[C:2]1[CH:7]=[CH:6][CH:5]=[CH:4][CH:3]=1, predict the reactants needed to synthesize it. The reactants are: [CH:1](=O)[C:2]1[CH:7]=[CH:6][CH:5]=[CH:4][CH:3]=1.[C:9](#[N:13])[CH2:10][C:11]#[N:12].NCC(O)=O. (6) Given the product [CH2:23]([O:22][C:19]1[C:18]2[C:13](=[CH:14][CH:15]=[C:16]([F:30])[CH:17]=2)[CH:12]=[C:11]([CH2:9][OH:8])[C:20]=1[CH3:21])[C:24]1[CH:25]=[CH:26][CH:27]=[CH:28][CH:29]=1, predict the reactants needed to synthesize it. The reactants are: [H-].[Al+3].[Li+].[H-].[H-].[H-].C[O:8][C:9]([C:11]1[C:20]([CH3:21])=[C:19]([O:22][CH2:23][C:24]2[CH:29]=[CH:28][CH:27]=[CH:26][CH:25]=2)[C:18]2[C:13](=[CH:14][CH:15]=[C:16]([F:30])[CH:17]=2)[CH:12]=1)=O.O.[OH-].[Na+]. (7) Given the product [C:8]([O:12][C:13](=[O:29])[N:14]([C:21]1[CH:26]=[CH:25][C:24]([F:27])=[CH:23][C:22]=1[CH3:28])[C:15](=[O:20])[CH2:16][CH2:17][C:18]#[C:19][C:2]1[CH:7]=[CH:6][CH:5]=[CH:4][N:3]=1)([CH3:10])([CH3:11])[CH3:9], predict the reactants needed to synthesize it. The reactants are: Br[C:2]1[CH:7]=[CH:6][CH:5]=[CH:4][N:3]=1.[C:8]([O:12][C:13](=[O:29])[N:14]([C:21]1[CH:26]=[CH:25][C:24]([F:27])=[CH:23][C:22]=1[CH3:28])[C:15](=[O:20])[CH2:16][CH2:17][C:18]#[CH:19])([CH3:11])([CH3:10])[CH3:9].